Dataset: Reaction yield outcomes from USPTO patents with 853,638 reactions. Task: Predict the reaction yield, written as a fraction of the theoretical maximum amount of product (1.0 means a 100% yield; for example, 0.34 means a 34% yield). (1) The reactants are [CH2:1]=[C:2]([CH2:5][OH:6])[CH2:3][OH:4].N1C=CN=C1.[C:12]([Si:16](Cl)([C:23]1[CH:28]=[CH:27][CH:26]=[CH:25][CH:24]=1)[C:17]1[CH:22]=[CH:21][CH:20]=[CH:19][CH:18]=1)([CH3:15])([CH3:14])[CH3:13]. The catalyst is C(Cl)Cl. The product is [Si:16]([O:4][CH2:3][C:2](=[CH2:1])[CH2:5][OH:6])([C:12]([CH3:15])([CH3:14])[CH3:13])([C:23]1[CH:24]=[CH:25][CH:26]=[CH:27][CH:28]=1)[C:17]1[CH:22]=[CH:21][CH:20]=[CH:19][CH:18]=1. The yield is 0.303. (2) The reactants are C1COCC1.[F:6][C:7]1[CH:8]=[C:9]([C:13]2[N:18]=[CH:17][C:16]([N:19]3[C:28]4[C:23](=[CH:24][C:25]([S:29](OC5C(F)=C(F)C(F)=C(F)C=5F)(=[O:31])=[O:30])=[CH:26][CH:27]=4)[CH:22]=[CH:21][C:20]3=[O:44])=[C:15]([O:45][CH3:46])[CH:14]=2)[CH:10]=[CH:11][CH:12]=1.[NH2:47][C:48]1[CH:52]=[CH:51][O:50][N:49]=1.C[Si]([N-][Si](C)(C)C)(C)C.[Li+]. The yield is 0.658. The product is [F:6][C:7]1[CH:8]=[C:9]([C:13]2[N:18]=[CH:17][C:16]([N:19]3[C:28]4[C:23](=[CH:24][C:25]([S:29]([NH:47][C:48]5[CH:52]=[CH:51][O:50][N:49]=5)(=[O:30])=[O:31])=[CH:26][CH:27]=4)[CH:22]=[CH:21][C:20]3=[O:44])=[C:15]([O:45][CH3:46])[CH:14]=2)[CH:10]=[CH:11][CH:12]=1. The catalyst is C(Cl)Cl.CCOC(C)=O.CCO. (3) The catalyst is CN(C)C=O.ClCCl. The reactants are [Cl:1][C:2]1[CH:3]=[C:4]([CH:8]=[C:9]([Cl:15])[C:10]=1[C:11]([O:13][CH3:14])=[O:12])[C:5](O)=[O:6].C(Cl)(=O)C(Cl)=O.Cl.CN.[CH2:25]([N:27](CC)CC)C. The yield is 0.700. The product is [Cl:1][C:2]1[CH:3]=[C:4]([C:5](=[O:6])[NH:27][CH3:25])[CH:8]=[C:9]([Cl:15])[C:10]=1[C:11]([O:13][CH3:14])=[O:12].